Dataset: Catalyst prediction with 721,799 reactions and 888 catalyst types from USPTO. Task: Predict which catalyst facilitates the given reaction. (1) Reactant: [CH:1]([C:3]1[CH:4]=[C:5]([N:12]2[CH2:17][CH2:16][N:15]([CH:18]([CH3:20])[CH3:19])[CH2:14][CH2:13]2)[CH:6]=[CH:7][C:8]=1[N+:9]([O-])=O)=[CH2:2]. Product: [CH2:1]([C:3]1[CH:4]=[C:5]([N:12]2[CH2:17][CH2:16][N:15]([CH:18]([CH3:19])[CH3:20])[CH2:14][CH2:13]2)[CH:6]=[CH:7][C:8]=1[NH2:9])[CH3:2]. The catalyst class is: 63. (2) Reactant: [C:1]([C:3]1[CH:8]=[CH:7][C:6](B(O)O)=[CH:5][C:4]=1[F:12])#[N:2].Cl[C:14]1[N:19]=[C:18]([NH:20][CH3:21])[N:17]=[C:16]([N:22]2[C@H:27]([CH2:28][CH3:29])[CH2:26][O:25][C@H:24]([C:30]([NH:32][CH2:33][C:34]3[CH:39]=[CH:38][CH:37]=[CH:36][CH:35]=3)=[O:31])[CH2:23]2)[CH:15]=1.C([O-])(O)=O.[Na+]. Product: [C:1]([C:3]1[CH:8]=[CH:7][C:6]([C:14]2[N:19]=[C:18]([NH:20][CH3:21])[N:17]=[C:16]([N:22]3[C@H:27]([CH2:28][CH3:29])[CH2:26][O:25][C@H:24]([C:30]([NH:32][CH2:33][C:34]4[CH:39]=[CH:38][CH:37]=[CH:36][CH:35]=4)=[O:31])[CH2:23]3)[CH:15]=2)=[CH:5][C:4]=1[F:12])#[N:2]. The catalyst class is: 77. (3) Reactant: [N:1]1[CH:6]=[C:5]([CH2:7][CH2:8]O)[CH:4]=[N:3][CH:2]=1.O=S(Cl)[Cl:12]. Product: [Cl:12][CH2:8][CH2:7][C:5]1[CH:6]=[N:1][CH:2]=[N:3][CH:4]=1. The catalyst class is: 2. (4) Reactant: [C:1]([O:5][C:6]([N:8]1[CH2:13][CH2:12][N:11]([C:14]2[CH:15]=[CH:16][CH:17]=[C:18]3[C:23]=2[NH:22][C:21](=[O:24])[CH2:20][CH2:19]3)[CH2:10][CH2:9]1)=[O:7])([CH3:4])([CH3:3])[CH3:2].[CH3:25]C(C)([O-])C.[K+].CI. Product: [C:1]([O:5][C:6]([N:8]1[CH2:9][CH2:10][N:11]([C:14]2[CH:15]=[CH:16][CH:17]=[C:18]3[C:23]=2[N:22]([CH3:25])[C:21](=[O:24])[CH2:20][CH2:19]3)[CH2:12][CH2:13]1)=[O:7])([CH3:4])([CH3:2])[CH3:3]. The catalyst class is: 1. (5) Reactant: [C:1]([O:5][C:6]([N:8]1[CH2:12][CH:11](OS(C)(=O)=O)[CH2:10][CH:9]1[CH2:18][O:19][CH3:20])=[O:7])([CH3:4])([CH3:3])[CH3:2].[N-:21]=[N+:22]=[N-:23].[Na+].O.CCCCCC.C(OCC)(=O)C. Product: [C:1]([O:5][C:6]([N:8]1[CH2:12][CH:11]([N:21]=[N+:22]=[N-:23])[CH2:10][CH:9]1[CH2:18][O:19][CH3:20])=[O:7])([CH3:4])([CH3:3])[CH3:2]. The catalyst class is: 3. (6) The catalyst class is: 17. Product: [ClH:11].[ClH:1].[F:12][C:13]1[C:18]([F:19])=[CH:17][CH:16]=[CH:15][C:14]=1[C:20]1[CH:21]=[C:22]2[C:28]([NH:29][C:9]([CH:6]3[CH2:7][CH2:8][N:3]([CH3:2])[CH2:4][CH2:5]3)=[O:10])=[N:27][NH:26][C:23]2=[CH:24][N:25]=1. Reactant: [ClH:1].[CH3:2][N:3]1[CH2:8][CH2:7][CH:6]([C:9]([Cl:11])=[O:10])[CH2:5][CH2:4]1.[F:12][C:13]1[C:18]([F:19])=[CH:17][CH:16]=[CH:15][C:14]=1[C:20]1[CH:21]=[C:22]2[C:28]([NH2:29])=[N:27][NH:26][C:23]2=[CH:24][N:25]=1. (7) Reactant: [C:1]([CH2:3]OS(C1C=CC(C)=CC=1)(=O)=O)#[N:2].C(=O)([O-])[O-].[K+].[K+].[CH:21]([C:24]1[CH:29]=[C:28]([O:30][CH3:31])[CH:27]=[CH:26][C:25]=1[OH:32])([CH3:23])[CH3:22]. Product: [CH:21]([C:24]1[CH:29]=[C:28]([O:30][CH3:31])[CH:27]=[CH:26][C:25]=1[O:32][CH2:3][C:1]#[N:2])([CH3:23])[CH3:22]. The catalyst class is: 131.